Dataset: Forward reaction prediction with 1.9M reactions from USPTO patents (1976-2016). Task: Predict the product of the given reaction. (1) Given the reactants C(OC([NH:8][O:9][CH2:10][CH2:11][O:12][CH2:13][CH2:14][O:15][CH2:16][CH2:17][O:18][NH:19]C(OC(C)(C)C)=O)=O)(C)(C)C, predict the reaction product. The product is: [NH2:19][O:18][CH2:17][CH2:16][O:15][CH2:14][CH2:13][O:12][CH2:11][CH2:10][O:9][NH2:8]. (2) Given the reactants [CH3:1][C:2]1[S:6][C:5]2[NH:7][C:8]3[CH:9]=[CH:10][CH:11]=[CH:12][C:13]=3[N:14]=[C:15]([N:16]3[CH2:21][CH2:20][N:19]([CH3:22])[CH2:18][CH2:17]3)[C:4]=2[CH:3]=1.CN(C)CCN(C)C.[Li]CCCC.Cl[C:37]([O:39][CH2:40][Cl:41])=[O:38], predict the reaction product. The product is: [CH3:1][C:2]1[S:6][C:5]2[N:7]([C:37]([O:39][CH2:40][Cl:41])=[O:38])[C:8]3[CH:9]=[CH:10][CH:11]=[CH:12][C:13]=3[N:14]=[C:15]([N:16]3[CH2:17][CH2:18][N:19]([CH3:22])[CH2:20][CH2:21]3)[C:4]=2[CH:3]=1. (3) Given the reactants [NH2:1][C:2]1[CH:3]=[C:4]2[C:8](=[CH:9][CH:10]=1)[NH:7][CH:6]=[CH:5]2.CO[CH:13](OC)[N:14]([CH3:16])[CH3:15], predict the reaction product. The product is: [NH:7]1[C:8]2[C:4](=[CH:3][C:2]([N:1]=[CH:13][N:14]([CH3:16])[CH3:15])=[CH:10][CH:9]=2)[CH:5]=[CH:6]1. (4) Given the reactants [CH2:1]([N:8]([CH2:16][C:17]1[CH:22]=[CH:21][CH:20]=[CH:19][CH:18]=1)[CH2:9][CH2:10][N:11]1[CH:15]=[CH:14][N:13]=[N:12]1)[C:2]1[CH:7]=[CH:6][CH:5]=[CH:4][CH:3]=1.[Li]CCCC.CCCCCC.CON(C)[C:37](=[O:39])[CH3:38], predict the reaction product. The product is: [CH2:16]([N:8]([CH2:1][C:2]1[CH:3]=[CH:4][CH:5]=[CH:6][CH:7]=1)[CH2:9][CH2:10][N:11]1[C:15]([C:37](=[O:39])[CH3:38])=[CH:14][N:13]=[N:12]1)[C:17]1[CH:22]=[CH:21][CH:20]=[CH:19][CH:18]=1. (5) Given the reactants Br[C:2]1[C:7]2[CH:8]=[CH:9][S:10][C:6]=2[CH:5]=[CH:4][CH:3]=1.CC(C)([O-])C.[K+].[C:17]([CH2:19][C:20]([O:22][C:23]([CH3:26])([CH3:25])[CH3:24])=[O:21])#[N:18].Cl, predict the reaction product. The product is: [S:10]1[C:6]2[CH:5]=[CH:4][CH:3]=[C:2]([CH:19]([C:17]#[N:18])[C:20]([O:22][C:23]([CH3:26])([CH3:25])[CH3:24])=[O:21])[C:7]=2[CH:8]=[CH:9]1.